This data is from Forward reaction prediction with 1.9M reactions from USPTO patents (1976-2016). The task is: Predict the product of the given reaction. (1) Given the reactants [F:1][CH2:2][C@@H:3]1[C@@H:7]([C:8]2[CH:13]=[CH:12][C:11]([S:14]([CH2:17][F:18])(=[O:16])=[O:15])=[CH:10][CH:9]=2)[O:6]C(C2C=CC=CC=2)=[N:4]1.Cl.C(OCC)(=O)C, predict the reaction product. The product is: [NH2:4][C@H:3]([CH2:2][F:1])[C@@H:7]([C:8]1[CH:9]=[CH:10][C:11]([S:14]([CH2:17][F:18])(=[O:16])=[O:15])=[CH:12][CH:13]=1)[OH:6]. (2) Given the reactants [O:1]1[CH:5]=[CH:4][N:3]=[C:2]1[C:6]1[C:11]([C:12]2[CH:17]=[CH:16][N:15]=[CH:14][CH:13]=2)=[CH:10][C:9]([NH2:18])=[C:8]([NH2:19])[N:7]=1.[CH2:20](OC(OCC)OCC)C.[OH-].[Na+].C(OCC)(=O)C, predict the reaction product. The product is: [O:1]1[CH:5]=[CH:4][N:3]=[C:2]1[C:6]1[N:7]=[C:8]2[NH:19][CH:20]=[N:18][C:9]2=[CH:10][C:11]=1[C:12]1[CH:17]=[CH:16][N:15]=[CH:14][CH:13]=1.